This data is from NCI-60 drug combinations with 297,098 pairs across 59 cell lines. The task is: Regression. Given two drug SMILES strings and cell line genomic features, predict the synergy score measuring deviation from expected non-interaction effect. (1) Drug 1: C1CC(=O)NC(=O)C1N2CC3=C(C2=O)C=CC=C3N. Drug 2: CC1C(C(CC(O1)OC2CC(CC3=C2C(=C4C(=C3O)C(=O)C5=C(C4=O)C(=CC=C5)OC)O)(C(=O)C)O)N)O.Cl. Cell line: NCI/ADR-RES. Synergy scores: CSS=10.2, Synergy_ZIP=-1.25, Synergy_Bliss=3.90, Synergy_Loewe=3.92, Synergy_HSA=2.49. (2) Drug 1: C1=NC2=C(N=C(N=C2N1C3C(C(C(O3)CO)O)O)F)N. Drug 2: C1CN(P(=O)(OC1)NCCCl)CCCl. Cell line: CCRF-CEM. Synergy scores: CSS=70.3, Synergy_ZIP=-1.92, Synergy_Bliss=-2.04, Synergy_Loewe=-43.8, Synergy_HSA=-2.18. (3) Drug 1: C1=CC(=CC=C1C#N)C(C2=CC=C(C=C2)C#N)N3C=NC=N3. Drug 2: CC1C(C(CC(O1)OC2CC(CC3=C2C(=C4C(=C3O)C(=O)C5=C(C4=O)C(=CC=C5)OC)O)(C(=O)CO)O)N)O.Cl. Cell line: DU-145. Synergy scores: CSS=25.2, Synergy_ZIP=-1.35, Synergy_Bliss=0.620, Synergy_Loewe=-14.6, Synergy_HSA=1.29. (4) Drug 1: CC1=CC2C(CCC3(C2CCC3(C(=O)C)OC(=O)C)C)C4(C1=CC(=O)CC4)C. Drug 2: CC(C1=C(C=CC(=C1Cl)F)Cl)OC2=C(N=CC(=C2)C3=CN(N=C3)C4CCNCC4)N. Cell line: SF-295. Synergy scores: CSS=27.5, Synergy_ZIP=10.8, Synergy_Bliss=16.5, Synergy_Loewe=-27.0, Synergy_HSA=13.9. (5) Drug 1: C1=CC(=CC=C1C#N)C(C2=CC=C(C=C2)C#N)N3C=NC=N3. Drug 2: C1CN1C2=NC(=NC(=N2)N3CC3)N4CC4. Cell line: U251. Synergy scores: CSS=39.2, Synergy_ZIP=0.162, Synergy_Bliss=-3.43, Synergy_Loewe=-2.63, Synergy_HSA=-0.159. (6) Drug 1: C1C(C(OC1N2C=C(C(=O)NC2=O)F)CO)O. Drug 2: CC1=C2C(C(=O)C3(C(CC4C(C3C(C(C2(C)C)(CC1OC(=O)C(C(C5=CC=CC=C5)NC(=O)OC(C)(C)C)O)O)OC(=O)C6=CC=CC=C6)(CO4)OC(=O)C)O)C)O. Cell line: SN12C. Synergy scores: CSS=21.2, Synergy_ZIP=-6.17, Synergy_Bliss=4.69, Synergy_Loewe=-5.19, Synergy_HSA=-0.369. (7) Drug 1: CC1=C(C(=CC=C1)Cl)NC(=O)C2=CN=C(S2)NC3=CC(=NC(=N3)C)N4CCN(CC4)CCO. Drug 2: N.N.Cl[Pt+2]Cl. Cell line: HL-60(TB). Synergy scores: CSS=51.4, Synergy_ZIP=1.34, Synergy_Bliss=0.919, Synergy_Loewe=-0.720, Synergy_HSA=-0.267. (8) Drug 1: CC1=C(C(=O)C2=C(C1=O)N3CC4C(C3(C2COC(=O)N)OC)N4)N. Drug 2: CC12CCC3C(C1CCC2OP(=O)(O)O)CCC4=C3C=CC(=C4)OC(=O)N(CCCl)CCCl.[Na+]. Cell line: K-562. Synergy scores: CSS=37.9, Synergy_ZIP=-3.89, Synergy_Bliss=-4.21, Synergy_Loewe=-27.4, Synergy_HSA=-4.51. (9) Drug 1: C1CC(C1)(C(=O)O)C(=O)O.[NH2-].[NH2-].[Pt+2]. Drug 2: CC(C)(C#N)C1=CC(=CC(=C1)CN2C=NC=N2)C(C)(C)C#N. Cell line: NCI-H460. Synergy scores: CSS=35.1, Synergy_ZIP=-4.60, Synergy_Bliss=-1.45, Synergy_Loewe=-2.52, Synergy_HSA=-2.51. (10) Drug 1: CCC(=C(C1=CC=CC=C1)C2=CC=C(C=C2)OCCN(C)C)C3=CC=CC=C3.C(C(=O)O)C(CC(=O)O)(C(=O)O)O. Drug 2: C1CN1C2=NC(=NC(=N2)N3CC3)N4CC4. Cell line: HCC-2998. Synergy scores: CSS=21.2, Synergy_ZIP=2.13, Synergy_Bliss=2.74, Synergy_Loewe=-5.69, Synergy_HSA=2.44.